Dataset: Reaction yield outcomes from USPTO patents with 853,638 reactions. Task: Predict the reaction yield, written as a fraction of the theoretical maximum amount of product (1.0 means a 100% yield; for example, 0.34 means a 34% yield). (1) The reactants are [CH3:1][C:2]1[CH:3]=[CH:4][C:5]2[N:6]([C:8]([CH2:18][NH:19][C:20](=[O:31])[C:21]3[CH:26]=[CH:25][C:24]([C:27]([F:30])([F:29])[F:28])=[CH:23][CH:22]=3)=[C:9]([C:11]3[CH:16]=[CH:15][C:14]([CH3:17])=[CH:13][CH:12]=3)[N:10]=2)[CH:7]=1.[H-].[Na+].[CH2:34](I)[CH2:35][CH3:36].[OH-].[Na+]. The catalyst is CN(C=O)C. The product is [CH3:1][C:2]1[CH:3]=[CH:4][C:5]2[N:6]([C:8]([CH2:18][N:19]([CH2:34][CH2:35][CH3:36])[C:20](=[O:31])[C:21]3[CH:26]=[CH:25][C:24]([C:27]([F:28])([F:30])[F:29])=[CH:23][CH:22]=3)=[C:9]([C:11]3[CH:16]=[CH:15][C:14]([CH3:17])=[CH:13][CH:12]=3)[N:10]=2)[CH:7]=1. The yield is 0.170. (2) The reactants are Cl.[Br:2][C:3]1[CH:18]=[N:17][C:6]2[NH:7][C:8](=[O:16])[CH2:9][N:10]([CH2:12][C:13]([OH:15])=O)[CH2:11][C:5]=2[CH:4]=1.C(N(C(C)C)C(C)C)C.[CH3:28][N:29]1[CH2:34][CH2:33][NH:32][CH2:31][CH2:30]1.C1C=CC2N(O)N=NC=2C=1.C(Cl)CCl. The catalyst is C(Cl)Cl. The product is [Br:2][C:3]1[CH:18]=[N:17][C:6]2[NH:7][C:8](=[O:16])[CH2:9][N:10]([CH2:12][C:13]([N:32]3[CH2:33][CH2:34][N:29]([CH3:28])[CH2:30][CH2:31]3)=[O:15])[CH2:11][C:5]=2[CH:4]=1. The yield is 0.830.